This data is from Reaction yield outcomes from USPTO patents with 853,638 reactions. The task is: Predict the reaction yield, written as a fraction of the theoretical maximum amount of product (1.0 means a 100% yield; for example, 0.34 means a 34% yield). The reactants are [NH:1]1[C:9]2[C:4](=[CH:5][CH:6]=[C:7](/[CH:10]=[CH:11]/[C:12](=O)[CH2:13][C:14](=O)/[CH:15]=[CH:16]/[C:17]3[CH:22]=[CH:21][C:20]([O:23][CH2:24][CH2:25][N:26]4[CH2:31][CH2:30][O:29][CH2:28][CH2:27]4)=[CH:19][CH:18]=3)[CH:8]=2)[CH:3]=[CH:2]1.CC(O)=O.O.[NH2:39][NH2:40].C([O-])([O-])=O.[K+].[K+]. The catalyst is C1COCC1.CCOC(C)=O.O. The product is [NH:1]1[C:9]2[C:4](=[CH:5][CH:6]=[C:7](/[CH:10]=[CH:11]/[C:12]3[NH:40][N:39]=[C:14](/[CH:15]=[CH:16]/[C:17]4[CH:22]=[CH:21][C:20]([O:23][CH2:24][CH2:25][N:26]5[CH2:31][CH2:30][O:29][CH2:28][CH2:27]5)=[CH:19][CH:18]=4)[CH:13]=3)[CH:8]=2)[CH:3]=[CH:2]1. The yield is 0.420.